This data is from Catalyst prediction with 721,799 reactions and 888 catalyst types from USPTO. The task is: Predict which catalyst facilitates the given reaction. (1) Reactant: [O:1]=[C:2]([NH:20][CH2:21][CH2:22][CH2:23][C:24](=[O:45])[NH:25][C:26](=[O:44])[CH2:27][C:28]1[CH:33]=[CH:32][C:31]([CH2:34][CH2:35][CH2:36][CH2:37][C:38]2[CH:43]=[CH:42][CH:41]=[CH:40][CH:39]=2)=[CH:30][CH:29]=1)[C@@H:3]([NH:16]C(=O)[O-])[CH2:4][CH2:5][CH2:6][CH2:7][NH:8]C(=O)OC(C)(C)C.[ClH:46]. Product: [ClH:46].[ClH:46].[NH2:16][C@@H:3]([CH2:4][CH2:5][CH2:6][CH2:7][NH2:8])[C:2]([NH:20][CH2:21][CH2:22][CH2:23][C:24](=[O:45])[NH:25][C:26](=[O:44])[CH2:27][C:28]1[CH:29]=[CH:30][C:31]([CH2:34][CH2:35][CH2:36][CH2:37][C:38]2[CH:39]=[CH:40][CH:41]=[CH:42][CH:43]=2)=[CH:32][CH:33]=1)=[O:1]. The catalyst class is: 472. (2) Reactant: [Cl:1][C:2]1[CH:18]=[CH:17][C:5]([CH:6]=[C:7]2[CH2:15][C:14]3[C:9](=[CH:10][CH:11]=[CH:12][CH:13]=3)[C:8]2=[O:16])=[CH:4][CH:3]=1.[Br:19]N1C(=O)CCC1=O.C(OOC(=O)C1C=CC=CC=1)(=O)C1C=CC=CC=1. Product: [Br:19][CH:15]1[C:14]2[C:9](=[CH:10][CH:11]=[CH:12][CH:13]=2)[C:8](=[O:16])[C:7]1=[CH:6][C:5]1[CH:4]=[CH:3][C:2]([Cl:1])=[CH:18][CH:17]=1. The catalyst class is: 53. (3) Reactant: [CH2:1]([NH:8][C:9]([N:11]1[C@H:16]2[CH2:17][N:18]([CH2:31][C:32]3[CH:37]=[CH:36][CH:35]=[C:34](F)[N:33]=3)[C:19](=[O:30])[C@H:20]([CH2:21][C:22]3[CH:27]=[CH:26][C:25]([OH:28])=[CH:24][C:23]=3[F:29])[N:15]2[C:14](=[O:39])[CH2:13][N:12]1[CH2:40][CH:41]=[CH2:42])=[O:10])[C:2]1[CH:7]=[CH:6][CH:5]=[CH:4][CH:3]=1.[NH:43]1[CH2:46][CH:45]([N:47]2[CH2:52][CH2:51][N:50]([CH3:53])[C@@H:49]([CH3:54])[CH2:48]2)[CH2:44]1. Product: [CH2:1]([NH:8][C:9]([N:11]1[C@H:16]2[CH2:17][N:18]([CH2:31][C:32]3[CH:37]=[CH:36][CH:35]=[C:34]([N:43]4[CH2:46][CH:45]([N:47]5[CH2:52][CH2:51][N:50]([CH3:53])[C@@H:49]([CH3:54])[CH2:48]5)[CH2:44]4)[N:33]=3)[C:19](=[O:30])[C@H:20]([CH2:21][C:22]3[CH:27]=[CH:26][C:25]([OH:28])=[CH:24][C:23]=3[F:29])[N:15]2[C:14](=[O:39])[CH2:13][N:12]1[CH2:40][CH:41]=[CH2:42])=[O:10])[C:2]1[CH:7]=[CH:6][CH:5]=[CH:4][CH:3]=1. The catalyst class is: 17. (4) Reactant: [C:1]1([C:7]([OH:9])=[O:8])([C:4]([OH:6])=[O:5])[CH2:3][CH2:2]1.S(Cl)(Cl)=O.[CH2:14](O)[C:15]1[CH:20]=[CH:19][CH:18]=[CH:17][CH:16]=1.[OH-].[Na+]. Product: [CH2:14]([O:5][C:4]([C:1]1([C:7]([OH:9])=[O:8])[CH2:3][CH2:2]1)=[O:6])[C:15]1[CH:20]=[CH:19][CH:18]=[CH:17][CH:16]=1. The catalyst class is: 571. (5) Reactant: [Cl-].[S:2]([C:6]1[CH:11]=[CH:10][CH:9]=[CH:8][CH:7]=1)([O-:5])(=[O:4])=[O:3].C1(S(O)(=O)=O)C=CC=CC=1.[Br-].[C:23]([C:25]1[CH:26]=[CH:27][C:28]([C@H:38]2[N:43]3[C:44](=[O:47])[NH:45][N:46]=[C:42]3[N:41]([C:48]3[CH:53]=[CH:52][CH:51]=[C:50]([C:54]([F:57])([F:56])[F:55])[CH:49]=3)[C:40]([CH3:58])=[C:39]2[C:59]([O:61][CH3:62])=[O:60])=[C:29]([CH2:31][CH2:32][CH2:33][N+:34]([CH3:37])([CH3:36])[CH3:35])[CH:30]=1)#[N:24]. Product: [C:6]1([S:2]([O-:5])(=[O:4])=[O:3])[CH:11]=[CH:10][CH:9]=[CH:8][CH:7]=1.[C:23]([C:25]1[CH:26]=[CH:27][C:28]([C@H:38]2[N:43]3[C:44](=[O:47])[NH:45][N:46]=[C:42]3[N:41]([C:48]3[CH:53]=[CH:52][CH:51]=[C:50]([C:54]([F:57])([F:56])[F:55])[CH:49]=3)[C:40]([CH3:58])=[C:39]2[C:59]([O:61][CH3:62])=[O:60])=[C:29]([CH2:31][CH2:32][CH2:33][N+:34]([CH3:37])([CH3:36])[CH3:35])[CH:30]=1)#[N:24]. The catalyst class is: 144. (6) Reactant: Br[C:2]1[NH:3][C:4]2[C:9]([C:10]=1[C:11]([O:13][CH3:14])=[O:12])=[CH:8][CH:7]=[CH:6][CH:5]=2.[CH3:15][C:16]1(C)C(C)(C)OB(C=C)O1.C(=O)([O-])[O-].[Cs+].[Cs+]. Product: [CH:15]([C:2]1[NH:3][C:4]2[C:9]([C:10]=1[C:11]([O:13][CH3:14])=[O:12])=[CH:8][CH:7]=[CH:6][CH:5]=2)=[CH2:16]. The catalyst class is: 70. (7) Reactant: C(O)(C(F)(F)F)=O.[Si]([O:15][CH2:16][CH2:17][CH2:18][C:19]1[CH:20]=[N:21][C:22]([C:25]2[O:33][C:28]3=[CH:29][N:30]=[CH:31][CH:32]=[C:27]3[C:26]=2[NH:34][C:35]2[CH:43]=[CH:42][C:41]([Cl:44])=[C:40]3[C:36]=2[CH:37]=[N:38][N:39]3C(OC(C)(C)C)=O)=[N:23][CH:24]=1)(C(C)(C)C)(C)C. The catalyst class is: 4. Product: [Cl:44][C:41]1[CH:42]=[CH:43][C:35]([NH:34][C:26]2[C:27]3[C:28](=[CH:29][N:30]=[CH:31][CH:32]=3)[O:33][C:25]=2[C:22]2[N:21]=[CH:20][C:19]([CH2:18][CH2:17][CH2:16][OH:15])=[CH:24][N:23]=2)=[C:36]2[C:40]=1[NH:39][N:38]=[CH:37]2. (8) Reactant: [C:1]([O:7][CH2:8][CH2:9][CH2:10][N:11]1[C:19]2[C:14](=[CH:15][C:16]([CH2:23][C@H:24]([N:26](C(OC(C)(C)C)=O)[CH2:27][CH2:28][O:29][C:30]3[CH:35]=[CH:34][CH:33]=[CH:32][C:31]=3[O:36][CH2:37][CH3:38])[CH3:25])=[CH:17][C:18]=2[C:20](=[O:22])[NH2:21])[CH:13]=[CH:12]1)(=[O:6])[C:2]([CH3:5])([CH3:4])[CH3:3].Cl.C(=O)([O-])O.[Na+]. Product: [C:1]([O:7][CH2:8][CH2:9][CH2:10][N:11]1[C:19]2[C:14](=[CH:15][C:16]([CH2:23][C@H:24]([NH:26][CH2:27][CH2:28][O:29][C:30]3[CH:35]=[CH:34][CH:33]=[CH:32][C:31]=3[O:36][CH2:37][CH3:38])[CH3:25])=[CH:17][C:18]=2[C:20](=[O:22])[NH2:21])[CH:13]=[CH:12]1)(=[O:6])[C:2]([CH3:4])([CH3:5])[CH3:3]. The catalyst class is: 252. (9) Reactant: [NH:1]1[CH2:6][CH2:5][CH2:4][CH:3]([C:7]2[CH:20]=[C:10]3[NH:11][C:12](=[O:19])[C:13]4[C:18]([N:9]3[N:8]=2)=[CH:17][CH:16]=[CH:15][CH:14]=4)[CH2:2]1.I[CH:22]([CH3:24])[CH3:23].[H-].[Na+].O. Product: [CH:22]([N:1]1[CH2:6][CH2:5][CH2:4][CH:3]([C:7]2[CH:20]=[C:10]3[NH:11][C:12](=[O:19])[C:13]4[C:18]([N:9]3[N:8]=2)=[CH:17][CH:16]=[CH:15][CH:14]=4)[CH2:2]1)([CH3:24])[CH3:23]. The catalyst class is: 12.